This data is from Catalyst prediction with 721,799 reactions and 888 catalyst types from USPTO. The task is: Predict which catalyst facilitates the given reaction. (1) Reactant: [N:1]([CH2:4][CH2:5][CH2:6][C:7]1([C:23]2[CH:28]=[CH:27][CH:26]=[CH:25][CH:24]=2)[N:11]([C:12](=[S:14])[NH2:13])[N:10]=[C:9]([C:15]2[CH:20]=[C:19]([F:21])[CH:18]=[CH:17][C:16]=2[F:22])[S:8]1)=[N+:2]=[N-:3].[CH2:29](Cl)Cl.CI. Product: [N:1]([CH2:4][CH2:5][CH2:6][C:7]1([C:23]2[CH:28]=[CH:27][CH:26]=[CH:25][CH:24]=2)[N:11]([C:12]([S:14][CH3:29])=[NH:13])[N:10]=[C:9]([C:15]2[CH:20]=[C:19]([F:21])[CH:18]=[CH:17][C:16]=2[F:22])[S:8]1)=[N+:2]=[N-:3]. The catalyst class is: 5. (2) Reactant: [N+:1]([C:4]1[CH:9]=[CH:8][C:7]([N:10]2[CH2:25][CH2:24][C:12]3([N:16]([C:17]([O:19][C:20]([CH3:23])([CH3:22])[CH3:21])=[O:18])[CH2:15][CH2:14][CH2:13]3)[CH2:11]2)=[CH:6][C:5]=1[O:26][CH:27]([CH3:29])[CH3:28])([O-])=O.O.NN. Product: [NH2:1][C:4]1[CH:9]=[CH:8][C:7]([N:10]2[CH2:25][CH2:24][C:12]3([N:16]([C:17]([O:19][C:20]([CH3:21])([CH3:22])[CH3:23])=[O:18])[CH2:15][CH2:14][CH2:13]3)[CH2:11]2)=[CH:6][C:5]=1[O:26][CH:27]([CH3:29])[CH3:28]. The catalyst class is: 29. (3) Reactant: [NH2:1][C:2]([NH2:4])=[S:3].C([O-])(=O)C.[Na+].Br[CH2:11][C:12]([C:14]1[CH:19]=[CH:18][CH:17]=[C:16]([N+:20]([O-:22])=[O:21])[CH:15]=1)=O. Product: [N+:20]([C:16]1[CH:15]=[C:14]([C:12]2[N:1]=[C:2]([NH2:4])[S:3][CH:11]=2)[CH:19]=[CH:18][CH:17]=1)([O-:22])=[O:21]. The catalyst class is: 8.